From a dataset of Reaction yield outcomes from USPTO patents with 853,638 reactions. Predict the reaction yield, written as a fraction of the theoretical maximum amount of product (1.0 means a 100% yield; for example, 0.34 means a 34% yield). (1) The reactants are [F:1][C:2]([F:18])([F:17])[C:3]1[CH:8]=[CH:7][C:6]([C:9]2[N:10]=[C:11]([C@@H:14]([OH:16])[CH3:15])[O:12][CH:13]=2)=[CH:5][CH:4]=1.C(N(CC)CC)C.[CH3:26][S:27](Cl)(=[O:29])=[O:28].O. The catalyst is C(Cl)Cl. The product is [CH3:26][S:27]([O:16][C@H:14]([C:11]1[O:12][CH:13]=[C:9]([C:6]2[CH:5]=[CH:4][C:3]([C:2]([F:1])([F:17])[F:18])=[CH:8][CH:7]=2)[N:10]=1)[CH3:15])(=[O:29])=[O:28]. The yield is 0.910. (2) The reactants are [Br:1][C:2]1[CH:15]=[CH:14][C:5]2[N:6]=[C:7]([CH:9]3[CH2:12][C:11](=O)[CH2:10]3)[S:8][C:4]=2[CH:3]=1.[CH3:16][C@H:17]1[CH2:21][CH2:20][CH2:19][NH:18]1.N1C=CC=CC=1.B. The catalyst is ClCCl.C(O)C. The product is [Br:1][C:2]1[CH:15]=[CH:14][C:5]2[N:6]=[C:7]([C@H:9]3[CH2:12][C@@H:11]([N:18]4[CH2:19][CH2:20][CH2:21][C@@H:17]4[CH3:16])[CH2:10]3)[S:8][C:4]=2[CH:3]=1. The yield is 0.160. (3) The reactants are [C:1]([N:4]1[CH2:9][CH2:8][CH:7]([C:10]([N:12]([C:32]2[CH:37]=[CH:36][C:35]([Cl:38])=[C:34]([Cl:39])[CH:33]=2)[CH2:13][CH2:14][CH2:15][N:16]2[CH2:21][CH2:20][CH:19]([CH2:22][C:23]3[CH:28]=[CH:27][C:26]([N+:29]([O-])=O)=[CH:25][CH:24]=3)[CH2:18][CH2:17]2)=[O:11])[CH2:6][CH2:5]1)(=[O:3])[CH3:2].O=C1NC(CN2CCNCC2)=CC(=O)N1.[OH-].[Na+].C(OCC)(=O)C. The catalyst is C(O)C. The product is [C:1]([N:4]1[CH2:9][CH2:8][CH:7]([C:10]([N:12]([CH2:13][CH2:14][CH2:15][N:16]2[CH2:17][CH2:18][CH:19]([CH2:22][C:23]3[CH:24]=[CH:25][C:26]([NH2:29])=[CH:27][CH:28]=3)[CH2:20][CH2:21]2)[C:32]2[CH:37]=[CH:36][C:35]([Cl:38])=[C:34]([Cl:39])[CH:33]=2)=[O:11])[CH2:6][CH2:5]1)(=[O:3])[CH3:2]. The yield is 0.920. (4) The reactants are FC(F)(F)C(O)=O.[O:8]1[C:12]2[CH:13]=[CH:14][C:15]([C:17]3([C:20]([NH:22][C:23]4[CH:24]=[C:25]5[C:29](=[CH:30][CH:31]=4)[NH:28][C:27]([C:32]([CH3:43])([CH3:42])[CH2:33][NH:34]C(=O)OC(C)(C)C)=[CH:26]5)=[O:21])[CH2:19][CH2:18]3)=[CH:16][C:11]=2[O:10][CH2:9]1. The catalyst is ClCCl. The product is [NH2:34][CH2:33][C:32]([C:27]1[NH:28][C:29]2[C:25]([CH:26]=1)=[CH:24][C:23]([NH:22][C:20]([C:17]1([C:15]3[CH:14]=[CH:13][C:12]4[O:8][CH2:9][O:10][C:11]=4[CH:16]=3)[CH2:19][CH2:18]1)=[O:21])=[CH:31][CH:30]=2)([CH3:42])[CH3:43]. The yield is 0.860. (5) The reactants are [H-].[Na+].[Cl:3][C:4]1[CH:5]=[C:6]2[C:10](=[CH:11][CH:12]=1)[NH:9][C:8]([C:13]1[CH:18]=[CH:17][C:16]([Cl:19])=[CH:15][CH:14]=1)=[CH:7]2.I[CH3:21].[Cl-].[NH4+]. The catalyst is CN(C)C=O.O. The product is [Cl:3][C:4]1[CH:5]=[C:6]2[C:10](=[CH:11][CH:12]=1)[N:9]([CH3:21])[C:8]([C:13]1[CH:18]=[CH:17][C:16]([Cl:19])=[CH:15][CH:14]=1)=[CH:7]2. The yield is 0.570. (6) The yield is 0.420. The catalyst is O1CCOCC1. The product is [N:37]1[CH:38]=[CH:39][CH:40]=[C:35]([C:28]2[CH:29]=[C:30]([C:31]([F:34])([F:32])[F:33])[N:26]([C:23]3[N:22]=[N:21][C:20]([NH:19][C:18]([C:14]4[CH:13]=[C:12]([N:9]5[CH2:10][CH2:11][CH:6]([C:4]([OH:5])=[O:3])[CH2:7][CH2:8]5)[CH:17]=[CH:16][CH:15]=4)=[O:41])=[CH:25][CH:24]=3)[N:27]=2)[CH:36]=1. The reactants are C([O:3][C:4]([CH:6]1[CH2:11][CH2:10][N:9]([C:12]2[CH:17]=[CH:16][CH:15]=[C:14]([C:18](=[O:41])[NH:19][C:20]3[N:21]=[N:22][C:23]([N:26]4[C:30]([C:31]([F:34])([F:33])[F:32])=[CH:29][C:28]([C:35]5[CH:36]=[N:37][CH:38]=[CH:39][CH:40]=5)=[N:27]4)=[CH:24][CH:25]=3)[CH:13]=2)[CH2:8][CH2:7]1)=[O:5])C.O.[OH-].[Li+]. (7) The reactants are [Cl:1][C:2]1[CH:3]=[CH:4][C:5]([NH:8][C:9]([C:11]2[CH:16]=[CH:15][CH:14]=[CH:13][C:12]=2[NH:17][C:18]([C:20]2[CH:25]=[CH:24][C:23]([C:26]#[N:27])=[CH:22][CH:21]=2)=[O:19])=[O:10])=[N:6][CH:7]=1.[BH4-].[Na+]. The catalyst is CN(C=O)C.[Co](Cl)Cl. The product is [NH2:27][CH2:26][C:23]1[CH:22]=[CH:21][C:20]([C:18]([NH:17][C:12]2[CH:13]=[CH:14][CH:15]=[CH:16][C:11]=2[C:9](=[O:10])[NH:8][C:5]2[CH:4]=[CH:3][C:2]([Cl:1])=[CH:7][N:6]=2)=[O:19])=[CH:25][CH:24]=1. The yield is 0.300. (8) The product is [CH:1]([O:4][C:5]1[CH:10]=[CH:9][C:8]([CH2:11][CH2:12][CH2:13][O:14][C:27]2[CH:31]=[C:30]([CH2:32][CH2:33][C:34]([OH:36])=[O:35])[N:29]([CH3:39])[N:28]=2)=[C:7]([O:15][C:16]2[CH:21]=[CH:20][C:19]([C:22]([F:25])([F:23])[F:24])=[CH:18][N:17]=2)[CH:6]=1)([CH3:3])[CH3:2]. The reactants are [CH:1]([O:4][C:5]1[CH:10]=[CH:9][C:8]([CH2:11][CH2:12][CH2:13][OH:14])=[C:7]([O:15][C:16]2[CH:21]=[CH:20][C:19]([C:22]([F:25])([F:24])[F:23])=[CH:18][N:17]=2)[CH:6]=1)([CH3:3])[CH3:2].O[C:27]1[CH:31]=[C:30]([CH2:32][CH2:33][C:34]([O:36]CC)=[O:35])[N:29]([CH3:39])[N:28]=1.C(P(CCCC)CCCC)CCC.N(C(N1CCCCC1)=O)=NC(N1CCCCC1)=O.O1CCCC1CO.[OH-].[Na+].Cl. The catalyst is O1CCCC1. The yield is 0.500. (9) The reactants are [OH:1][CH2:2][CH2:3][CH2:4][CH2:5][NH:6][C:7](=[O:13])[O:8][C:9]([CH3:12])([CH3:11])[CH3:10].[N+:14]([C:17]1[CH:24]=[CH:23][CH:22]=[C:21]([N+]([O-])=O)[C:18]=1[C:19]#[N:20])([O-:16])=[O:15]. No catalyst specified. The product is [C:19]([C:18]1[C:17]([N+:14]([O-:16])=[O:15])=[CH:24][CH:23]=[CH:22][C:21]=1[O:1][CH2:2][CH2:3][CH2:4][CH2:5][NH:6][C:7](=[O:13])[O:8][C:9]([CH3:10])([CH3:12])[CH3:11])#[N:20]. The yield is 0.0700.